Dataset: Forward reaction prediction with 1.9M reactions from USPTO patents (1976-2016). Task: Predict the product of the given reaction. Given the reactants I[C:2]1[C:3]([CH3:11])=[C:4]([CH:8]=[CH:9][CH:10]=1)[C:5]([OH:7])=[O:6].[B:12]1([B:12]2[O:16][C:15]([CH3:18])([CH3:17])[C:14]([CH3:20])([CH3:19])[O:13]2)[O:16][C:15]([CH3:18])([CH3:17])[C:14]([CH3:20])([CH3:19])[O:13]1.C([O-])(=O)C.[K+], predict the reaction product. The product is: [CH3:11][C:3]1[C:2]([B:12]2[O:16][C:15]([CH3:18])([CH3:17])[C:14]([CH3:20])([CH3:19])[O:13]2)=[CH:10][CH:9]=[CH:8][C:4]=1[C:5]([OH:7])=[O:6].